This data is from Forward reaction prediction with 1.9M reactions from USPTO patents (1976-2016). The task is: Predict the product of the given reaction. (1) Given the reactants [Br:1][C:2]1[CH:7]=[CH:6][N:5]=[C:4]([C:8]([NH:10][C:11]2[CH:12]=[C:13]([C:16]([O:18]C)=O)[S:14][CH:15]=2)=[O:9])[CH:3]=1.O.[NH2:21][NH2:22], predict the reaction product. The product is: [Br:1][C:2]1[CH:7]=[CH:6][N:5]=[C:4]([C:8]([NH:10][C:11]2[CH:12]=[C:13]([C:16]([NH:21][NH2:22])=[O:18])[S:14][CH:15]=2)=[O:9])[CH:3]=1. (2) Given the reactants [Br:1][C:2]1[CH:3]=[CH:4][C:5](I)=[C:6]([O:8][CH3:9])[CH:7]=1.[CH3:11][N:12]1[CH2:17][CH2:16][NH:15][CH2:14][CH2:13]1.C1C=CC2C(C3C(O)=CC=C4C=3C=CC=C4)=C(O)C=CC=2C=1.[O-]P([O-])([O-])=O.[K+].[K+].[K+], predict the reaction product. The product is: [Br:1][C:2]1[CH:3]=[CH:4][C:5]([N:15]2[CH2:16][CH2:17][N:12]([CH3:11])[CH2:13][CH2:14]2)=[C:6]([O:8][CH3:9])[CH:7]=1. (3) Given the reactants [Cl:1][C:2]1[N:3]=[C:4]([N:11]2[CH2:16][CH2:15][O:14][CH2:13][CH2:12]2)[C:5]2[S:10][CH:9]=[N:8][C:6]=2[N:7]=1.C([Li])CCC.CCCCCC.CN([CH:31]=[O:32])C, predict the reaction product. The product is: [Cl:1][C:2]1[N:3]=[C:4]([N:11]2[CH2:12][CH2:13][O:14][CH2:15][CH2:16]2)[C:5]2[S:10][C:9]([CH:31]=[O:32])=[N:8][C:6]=2[N:7]=1. (4) Given the reactants [CH:1]([N:4]1[C:12]2[C:7](=[CH:8][CH:9]=[C:10]([NH:13][S:14]([CH3:17])(=[O:16])=[O:15])[CH:11]=2)[C:6](B2OC(C)(C)C(C)(C)O2)=[CH:5]1)([CH3:3])[CH3:2].C(=O)([O-])[O-].[K+].[K+].Br[C:34]1[S:35][C:36]([Cl:39])=[CH:37][CH:38]=1.O1CCOCC1, predict the reaction product. The product is: [Cl:39][C:36]1[S:35][C:34]([C:6]2[C:7]3[C:12](=[CH:11][C:10]([NH:13][S:14]([CH3:17])(=[O:15])=[O:16])=[CH:9][CH:8]=3)[N:4]([CH:1]([CH3:2])[CH3:3])[CH:5]=2)=[CH:38][CH:37]=1. (5) Given the reactants [C:1]1(P([C:1]2[CH:6]=[CH:5][CH:4]=[CH:3][CH:2]=2)[C:1]2[CH:6]=[CH:5][CH:4]=[CH:3][CH:2]=2)[CH:6]=[CH:5][CH:4]=[CH:3][CH:2]=1.C[Li].[ClH:22].C([O:25][CH2:26][CH3:27])C, predict the reaction product. The product is: [Cl:22][C:5]1[CH:4]=[CH:3][CH:2]=[C:1]([CH3:6])[C:27]=1[CH:26]=[O:25].